This data is from Forward reaction prediction with 1.9M reactions from USPTO patents (1976-2016). The task is: Predict the product of the given reaction. (1) Given the reactants [CH:1](Br)([CH3:3])[CH3:2].[SH:5][C:6]1[N:15]([C:16]2[CH:21]=[CH:20][CH:19]=[CH:18][C:17]=2[O:22][CH3:23])[C:14](=[O:24])[C:13]2[C:8](=[CH:9][C:10]([CH3:25])=[CH:11][CH:12]=2)[N:7]=1.C(=O)([O-])[O-].[K+].[K+], predict the reaction product. The product is: [CH:1]([S:5][C:6]1[N:15]([C:16]2[CH:21]=[CH:20][CH:19]=[CH:18][C:17]=2[O:22][CH3:23])[C:14](=[O:24])[C:13]2[C:8](=[CH:9][C:10]([CH3:25])=[CH:11][CH:12]=2)[N:7]=1)([CH3:3])[CH3:2]. (2) Given the reactants [C:1]1([C:19]2[CH:24]=[CH:23][CH:22]=[CH:21][CH:20]=2)[CH:6]=[CH:5][CH:4]=[C:3]([C:7]2[C:8]([C:17]#[N:18])=[N:9][C:10]([O:15]C)=[C:11]([O:13]C)[CH:12]=2)[CH:2]=1.B(Br)(Br)Br, predict the reaction product. The product is: [C:1]1([C:19]2[CH:24]=[CH:23][CH:22]=[CH:21][CH:20]=2)[CH:6]=[CH:5][CH:4]=[C:3]([C:7]2[CH:12]=[C:11]([OH:13])[C:10](=[O:15])[NH:9][C:8]=2[C:17]#[N:18])[CH:2]=1. (3) Given the reactants [Cl:1][C:2]1[CH:28]=[C:27]([N:29]2[CH2:33][CH2:32][CH2:31][CH2:30]2)[CH:26]=[CH:25][C:3]=1[C:4]([N:6]1[C:12]2[CH:13]=[CH:14][CH:15]=[CH:16][C:11]=2[CH2:10][N:9](C(OC(C)(C)C)=O)[C@H:8]([CH3:24])[CH2:7]1)=[O:5].ClCCl, predict the reaction product. The product is: [Cl:1][C:2]1[CH:28]=[C:27]([N:29]2[CH2:30][CH2:31][CH2:32][CH2:33]2)[CH:26]=[CH:25][C:3]=1[C:4]([N:6]1[C:12]2[CH:13]=[CH:14][CH:15]=[CH:16][C:11]=2[CH2:10][NH:9][C@H:8]([CH3:24])[CH2:7]1)=[O:5]. (4) Given the reactants [OH-].[Li+].[Cl:3][C:4]1[C:5](I)=[CH:6][C:7]2[N:11]=[C:10]([O:12][C@H:13]3[C@H:17]4[O:18][CH2:19][C@@H:20]([OH:21])[C@H:16]4[O:15][CH2:14]3)[N:9]([CH2:22][O:23][CH2:24][CH2:25][Si:26]([CH3:29])([CH3:28])[CH3:27])[C:8]=2[CH:30]=1.CC1(C)C(C)(C)OB([C:40]2[CH:45]=[CH:44][C:43]([C:46]3[CH:51]=[CH:50][C:49]([N:52]4[CH:56]=[N:55][CH:54]=[N:53]4)=[CH:48][CH:47]=3)=[CH:42][CH:41]=2)O1.[Cl-].[NH4+], predict the reaction product. The product is: [N:52]1([C:49]2[CH:48]=[CH:47][C:46]([C:43]3[CH:44]=[CH:45][C:40]([C:5]4[C:4]([Cl:3])=[CH:30][C:8]5[N:9]([CH2:22][O:23][CH2:24][CH2:25][Si:26]([CH3:27])([CH3:28])[CH3:29])[C:10]([O:12][C@H:13]6[C@H:17]7[O:18][CH2:19][C@@H:20]([OH:21])[C@H:16]7[O:15][CH2:14]6)=[N:11][C:7]=5[CH:6]=4)=[CH:41][CH:42]=3)=[CH:51][CH:50]=2)[CH:56]=[N:55][CH:54]=[N:53]1. (5) Given the reactants [Cl:1][C:2]1[CH:7]=[CH:6][C:5]([CH:8]2[CH2:12][N:11]([C:13]([CH:15]3[CH2:20][CH2:19][N:18]([CH2:21][CH2:22][CH2:23]SC)[CH2:17][CH2:16]3)=[O:14])[CH2:10][CH:9]2[N:26]([CH3:41])[C:27](=[O:40])[C:28]2[CH:33]=[CH:32][C:31]([O:34][CH3:35])=[C:30]([C:36]([F:39])([F:38])[F:37])[CH:29]=2)=[CH:4][CH:3]=1.Cl[C:43]1C=CC=C(C(OO)=O)C=1.[S:53](=[O:57])(=O)(O)[O-:54].[Na+].C(=O)([O-])[O-].[Na+].[Na+], predict the reaction product. The product is: [Cl:1][C:2]1[CH:3]=[CH:4][C:5]([CH:8]2[CH2:12][N:11]([C:13]([CH:15]3[CH2:16][CH2:17][N:18]([CH2:21][CH2:22][CH2:23][S:53]([CH3:43])(=[O:57])=[O:54])[CH2:19][CH2:20]3)=[O:14])[CH2:10][CH:9]2[N:26]([CH3:41])[C:27](=[O:40])[C:28]2[CH:33]=[CH:32][C:31]([O:34][CH3:35])=[C:30]([C:36]([F:37])([F:39])[F:38])[CH:29]=2)=[CH:6][CH:7]=1. (6) The product is: [C:21]([O:20][C:18]([NH:17][CH2:16][C@H:13]1[CH2:14][CH2:15][C@H:10]([C:8]([NH:7][C@H:6]([C:25]([OH:27])=[O:26])[CH2:5][C:4]2[CH:28]=[CH:29][CH:30]=[C:2]([C:39]3[CH:40]=[N:41][C:42]([N:45]4[CH2:50][CH2:49][O:48][CH2:47][CH2:46]4)=[N:43][CH:44]=3)[CH:3]=2)=[O:9])[CH2:11][CH2:12]1)=[O:19])([CH3:24])([CH3:23])[CH3:22]. Given the reactants Br[C:2]1[CH:3]=[C:4]([CH:28]=[CH:29][CH:30]=1)[CH2:5][C@@H:6]([C:25]([OH:27])=[O:26])[NH:7][C:8]([C@H:10]1[CH2:15][CH2:14][C@H:13]([CH2:16][NH:17][C:18]([O:20][C:21]([CH3:24])([CH3:23])[CH3:22])=[O:19])[CH2:12][CH2:11]1)=[O:9].CC1(C)C(C)(C)OB([C:39]2[CH:40]=[N:41][C:42]([N:45]3[CH2:50][CH2:49][O:48][CH2:47][CH2:46]3)=[N:43][CH:44]=2)O1.C(=O)([O-])[O-].[Na+].[Na+].O, predict the reaction product. (7) Given the reactants [NH2:1][C:2]1[C:9](I)=[CH:8][C:5]([C:6]#[N:7])=[C:4]([CH2:11][CH3:12])[CH:3]=1.[CH3:13]B(O)O.C(=O)([O-])[O-].[Cs+].[Cs+], predict the reaction product. The product is: [NH2:1][C:2]1[C:9]([CH3:13])=[CH:8][C:5]([C:6]#[N:7])=[C:4]([CH2:11][CH3:12])[CH:3]=1.